Dataset: Retrosynthesis with 50K atom-mapped reactions and 10 reaction types from USPTO. Task: Predict the reactants needed to synthesize the given product. (1) Given the product COCOc1cc(C(C)C)ccc1CO, predict the reactants needed to synthesize it. The reactants are: COCOc1cc(C(C)C)ccc1C(=O)O. (2) Given the product O=C1C=COC2(CCNCC2)C1, predict the reactants needed to synthesize it. The reactants are: CC(C)(C)OC(=O)N1CCC2(CC1)CC(=O)C=CO2. (3) Given the product CCOC(=O)CCc1c[nH]nc1OCC, predict the reactants needed to synthesize it. The reactants are: CCOC(=O)CCc1cn(Cc2ccccc2)nc1OCC.